This data is from Full USPTO retrosynthesis dataset with 1.9M reactions from patents (1976-2016). The task is: Predict the reactants needed to synthesize the given product. (1) Given the product [Cl:27][C:22]1[CH:21]=[C:20]([C:14]2([C:16]([F:18])([F:17])[F:19])[O:13][N:12]=[C:11]([C:8]3[CH:9]=[CH:10][C:5]([C:4]([OH:31])=[O:3])=[C:6]([N+:28]([O-:30])=[O:29])[CH:7]=3)[CH2:15]2)[CH:25]=[C:24]([Cl:26])[CH:23]=1, predict the reactants needed to synthesize it. The reactants are: C([O:3][C:4](=[O:31])[C:5]1[CH:10]=[CH:9][C:8]([C:11]2[CH2:15][C:14]([C:20]3[CH:25]=[C:24]([Cl:26])[CH:23]=[C:22]([Cl:27])[CH:21]=3)([C:16]([F:19])([F:18])[F:17])[O:13][N:12]=2)=[CH:7][C:6]=1[N+:28]([O-:30])=[O:29])C.[OH-].[K+].Cl. (2) Given the product [CH:27]([C:30]1[CH:35]=[CH:34][C:33]([CH3:36])=[CH:32][C:31]=1[N:37]1[C:41](=[O:42])[CH2:40][S:39]/[C:38]/1=[N:43]\[C:44](=[O:55])[N:2]([CH3:1])[CH2:3][CH2:4][C:5]1[CH:10]=[CH:9][C:8]([C:11]2[N:15]=[CH:14][N:13]([C:16]3[CH:21]=[CH:20][C:19]([O:22][C:23]([F:24])([F:26])[F:25])=[CH:18][CH:17]=3)[N:12]=2)=[CH:7][CH:6]=1)([CH3:28])[CH3:29], predict the reactants needed to synthesize it. The reactants are: [CH3:1][NH:2][CH2:3][CH2:4][C:5]1[CH:10]=[CH:9][C:8]([C:11]2[N:15]=[CH:14][N:13]([C:16]3[CH:21]=[CH:20][C:19]([O:22][C:23]([F:26])([F:25])[F:24])=[CH:18][CH:17]=3)[N:12]=2)=[CH:7][CH:6]=1.[CH:27]([C:30]1[CH:35]=[CH:34][C:33]([CH3:36])=[CH:32][C:31]=1[N:37]1[C:41](=[O:42])[CH2:40][S:39]/[C:38]/1=[N:43]\[C:44](=[O:55])OC1C=CC([N+]([O-])=O)=CC=1)([CH3:29])[CH3:28]. (3) Given the product [C:23]([O:22][C:19]1[CH:18]=[CH:17][C:16]([C:8]2[C:9]3[C:14](=[C:13]([F:15])[CH:12]=[CH:11][CH:10]=3)[N:6]([CH:1]3[CH2:5][CH2:4][CH2:3][CH2:2]3)[N:7]=2)=[CH:21][CH:20]=1)(=[O:28])[C:24]([CH3:27])([CH3:26])[CH3:25], predict the reactants needed to synthesize it. The reactants are: [CH:1]1([N:6]2[C:14]3[C:9](=[CH:10][CH:11]=[CH:12][C:13]=3[F:15])[C:8]([C:16]3[CH:21]=[CH:20][C:19]([OH:22])=[CH:18][CH:17]=3)=[N:7]2)[CH2:5][CH2:4][CH2:3][CH2:2]1.[C:23](Cl)(=[O:28])[C:24]([CH3:27])([CH3:26])[CH3:25].C(N(CC)C(C)C)(C)C. (4) Given the product [Cl:1][C:2]1[CH:3]=[C:4]([S:9]([NH:12][CH2:13][C:14]2[N:15]=[CH:16][C:17]([C:24]([NH:60][CH2:59][C:56]3[S:55][C:54]([CH3:53])=[N:58][CH:57]=3)=[O:25])=[N:18][C:19]=2[C:20]([F:23])([F:21])[F:22])(=[O:11])=[O:10])[CH:5]=[CH:6][C:7]=1[F:8], predict the reactants needed to synthesize it. The reactants are: [Cl:1][C:2]1[CH:3]=[C:4]([S:9]([NH:12][CH2:13][C:14]2[N:15]=[CH:16][C:17]([C:24](O)=[O:25])=[N:18][C:19]=2[C:20]([F:23])([F:22])[F:21])(=[O:11])=[O:10])[CH:5]=[CH:6][C:7]=1[F:8].C(N(CC)CC)C.CCCP1(OP(CCC)(=O)OP(CCC)(=O)O1)=O.Cl.[CH3:53][C:54]1[S:55][C:56]([CH2:59][NH2:60])=[CH:57][N:58]=1.